Predict the reaction yield, written as a fraction of the theoretical maximum amount of product (1.0 means a 100% yield; for example, 0.34 means a 34% yield). From a dataset of Reaction yield outcomes from USPTO patents with 853,638 reactions. (1) The reactants are C(O[C:4](=[O:34])[CH2:5][CH2:6][N:7]1[CH2:12][CH2:11][CH:10]([NH:13][C:14]2[N:18]([CH2:19][C:20]3[C:25]([OH:26])=[CH:24][CH:23]=[C:22]([CH3:27])[N:21]=3)[C:17]3[CH:28]=[C:29]([CH3:33])[CH:30]=[C:31]([CH3:32])[C:16]=3[N:15]=2)[CH2:9][CH2:8]1)C.CO.[NH3:37]. No catalyst specified. The product is [OH:26][C:25]1[C:20]([CH2:19][N:18]2[C:17]3[CH:28]=[C:29]([CH3:33])[CH:30]=[C:31]([CH3:32])[C:16]=3[N:15]=[C:14]2[NH:13][CH:10]2[CH2:9][CH2:8][N:7]([CH2:6][CH2:5][C:4]([NH2:37])=[O:34])[CH2:12][CH2:11]2)=[N:21][C:22]([CH3:27])=[CH:23][CH:24]=1. The yield is 0.300. (2) The reactants are [Cl:1][C:2]1[C:3]([CH3:18])=[C:4]([NH:10][C@H:11]([C@H:15]([OH:17])[CH3:16])[C:12]([OH:14])=O)[CH:5]=[CH:6][C:7]=1[C:8]#[N:9].[Cl:19][C:20]1[CH:21]=[C:22]([CH:27]=[CH:28][C:29]=1[Cl:30])[C:23]([NH:25][NH2:26])=[O:24].ClC1C(CC)=C(N[C@H]([C@@H](O)C)C(NNC(=O)C2C=CC=CC=2)=O)C=CC=1C#N. No catalyst specified. The product is [Cl:19][C:20]1[CH:21]=[C:22]([CH:27]=[CH:28][C:29]=1[Cl:30])[C:23]([NH:25][NH:26][C:12](=[O:14])[C@H:11]([NH:10][C:4]1[CH:5]=[CH:6][C:7]([C:8]#[N:9])=[C:2]([Cl:1])[C:3]=1[CH3:18])[C@H:15]([OH:17])[CH3:16])=[O:24]. The yield is 0.810. (3) The reactants are [CH3:1][C:2]1[CH:3]=[C:4]([CH:6]=[C:7]([C:9]2[S:13][CH:12]=[N:11][CH:10]=2)[CH:8]=1)[NH2:5].C(=O)([O-])[O-].[Cs+].[Cs+].Cl[C:21]1[N:26]=[C:25]([CH:27]2[CH2:29][CH2:28]2)[CH:24]=[CH:23][N:22]=1.CC1(C)C2C(=C(P(C3C=CC=CC=3)C3C=CC=CC=3)C=CC=2)OC2C(P(C3C=CC=CC=3)C3C=CC=CC=3)=CC=CC1=2. The catalyst is C([O-])(=O)C.[Pd+2].C([O-])(=O)C.O1CCOCC1. The product is [CH:27]1([C:25]2[CH:24]=[CH:23][N:22]=[C:21]([NH:5][C:4]3[CH:6]=[C:7]([C:9]4[S:13][CH:12]=[N:11][CH:10]=4)[CH:8]=[C:2]([CH3:1])[CH:3]=3)[N:26]=2)[CH2:29][CH2:28]1. The yield is 0.740. (4) The product is [NH2:27][CH2:26][C:21]1[NH:22][C:23]2[C:24](=[O:25])[N:15]([CH2:14][CH2:13][CH2:12][CH2:11][C@H:10]([C:8]#[N:9])[CH3:36])[C:16](=[O:17])[N:18]([CH3:35])[C:19]=2[N:20]=1. The reactants are FC(F)(F)C(O)=O.[C:8]([C@H:10]([CH3:36])[CH2:11][CH2:12][CH2:13][CH2:14][N:15]1[C:24](=[O:25])[C:23]2[NH:22][C:21]([CH2:26][NH:27]C(OC(C)(C)C)=O)=[N:20][C:19]=2[N:18]([CH3:35])[C:16]1=[O:17])#[N:9]. The yield is 0.380. The catalyst is ClCCl. (5) The catalyst is C(O)(C)C. The product is [NH2:37][C:33]1[C:28]2[N:27]([CH3:35])[CH:26]=[C:25]([C:23]([NH:22][C:17]3[C:18]([F:21])=[CH:19][CH:20]=[C:15]([N:8]([CH2:1][C:2]4[CH:7]=[CH:6][CH:5]=[CH:4][CH:3]=4)[S:9]([CH2:12][CH2:13][CH3:14])(=[O:11])=[O:10])[C:16]=3[F:36])=[O:24])[C:29]=2[N:30]=[CH:31][N:32]=1. The reactants are [CH2:1]([N:8]([C:15]1[C:16]([F:36])=[C:17]([NH:22][C:23]([C:25]2[C:29]3[N:30]=[CH:31][N:32]=[C:33](Cl)[C:28]=3[N:27]([CH3:35])[CH:26]=2)=[O:24])[C:18]([F:21])=[CH:19][CH:20]=1)[S:9]([CH2:12][CH2:13][CH3:14])(=[O:11])=[O:10])[C:2]1[CH:7]=[CH:6][CH:5]=[CH:4][CH:3]=1.[NH3:37]. The yield is 0.740. (6) The reactants are [CH3:1][C:2]1[C:7]([CH2:8][C:9]2[CH:14]=[CH:13][CH:12]=[C:11]([O:15][C:16]([F:19])([F:18])[F:17])[CH:10]=2)=[C:6]([CH3:20])[N:5]2[N:21]=[CH:22][C:23]([C:24](O)=[O:25])=[C:4]2[N:3]=1.Cl.Cl.[NH2:29][CH2:30][CH2:31][NH:32][C:33](=[O:40])[C:34]1[CH:39]=[CH:38][CH:37]=[N:36][CH:35]=1. No catalyst specified. The product is [CH3:1][C:2]1[C:7]([CH2:8][C:9]2[CH:14]=[CH:13][CH:12]=[C:11]([O:15][C:16]([F:19])([F:17])[F:18])[CH:10]=2)=[C:6]([CH3:20])[N:5]2[N:21]=[CH:22][C:23]([C:24]([NH:29][CH2:30][CH2:31][NH:32][C:33]([C:34]3[CH:35]=[N:36][CH:37]=[CH:38][CH:39]=3)=[O:40])=[O:25])=[C:4]2[N:3]=1. The yield is 0.450.